This data is from Full USPTO retrosynthesis dataset with 1.9M reactions from patents (1976-2016). The task is: Predict the reactants needed to synthesize the given product. The reactants are: [F:1][C:2]1[N:12]=[CH:11][C:5]2[NH:6][C:7](=O)[N:8]=[CH:9][C:4]=2[CH:3]=1.S(Cl)(Cl)=O.[Cl:17][C:18]1[CH:19]=[C:20]([CH:22]=[CH:23][C:24]=1[O:25][CH2:26][C:27]1[CH:32]=[CH:31][CH:30]=[C:29]([Cl:33])[CH:28]=1)[NH2:21]. Given the product [Cl:17][C:18]1[CH:19]=[C:20]([NH:21][C:9]2[C:4]3[CH:3]=[C:2]([F:1])[N:12]=[CH:11][C:5]=3[N:6]=[CH:7][N:8]=2)[CH:22]=[CH:23][C:24]=1[O:25][CH2:26][C:27]1[CH:32]=[CH:31][CH:30]=[C:29]([Cl:33])[CH:28]=1, predict the reactants needed to synthesize it.